From a dataset of Forward reaction prediction with 1.9M reactions from USPTO patents (1976-2016). Predict the product of the given reaction. (1) Given the reactants [N:1]([CH2:4][C:5]1[CH:14]=[C:13]2[C:8]([CH:9]=[C:10]([C:19]([O:21][CH2:22][CH3:23])=[O:20])[CH:11]([C:15]([F:18])([F:17])[F:16])[O:12]2)=[CH:7][C:6]=1[Cl:24])=[N+]=[N-].[C:25](Cl)(=[O:29])[CH2:26][CH2:27][CH3:28].CCN(CC)CC, predict the reaction product. The product is: [C:25]([NH:1][CH2:4][C:5]1[CH:14]=[C:13]2[C:8]([CH:9]=[C:10]([C:19]([O:21][CH2:22][CH3:23])=[O:20])[CH:11]([C:15]([F:18])([F:17])[F:16])[O:12]2)=[CH:7][C:6]=1[Cl:24])(=[O:29])[CH2:26][CH2:27][CH3:28]. (2) Given the reactants [OH-].[Na+].[CH3:3][O:4][C:5]1[CH:6]=[C:7]([CH2:13][NH:14][C:15]([C:17]2[CH:18]=[N:19][C:20]3[C:25]([C:26]=2[NH:27][C:28]2[CH:29]=[C:30]([CH:36]=[CH:37][CH:38]=2)[C:31]([O:33]CC)=[O:32])=[CH:24][CH:23]=[C:22]([C:39]2[C:40]([CH3:45])=[N:41][O:42][C:43]=2[CH3:44])[CH:21]=3)=[O:16])[CH:8]=[C:9]([O:11][CH3:12])[CH:10]=1, predict the reaction product. The product is: [CH3:12][O:11][C:9]1[CH:8]=[C:7]([CH2:13][NH:14][C:15]([C:17]2[CH:18]=[N:19][C:20]3[C:25]([C:26]=2[NH:27][C:28]2[CH:29]=[C:30]([CH:36]=[CH:37][CH:38]=2)[C:31]([OH:33])=[O:32])=[CH:24][CH:23]=[C:22]([C:39]2[C:40]([CH3:45])=[N:41][O:42][C:43]=2[CH3:44])[CH:21]=3)=[O:16])[CH:6]=[C:5]([O:4][CH3:3])[CH:10]=1. (3) The product is: [CH2:6]1[N:17]([CH2:18][C:19]([OH:21])=[O:20])[CH2:16][CH2:15][N:14]([CH2:22][C:23]([OH:25])=[O:24])[CH2:13][CH2:12][N:11]([CH:26]([CH:29]([OH:32])[CH2:30][OH:31])[CH2:27][OH:28])[CH2:10][CH2:9][N:8]([CH2:33][C:34]([OH:36])=[O:35])[CH2:7]1. Given the reactants C(=O)([O-])[O-].[Ca+2].[CH2:6]1[N:17]([CH2:18][C:19]([OH:21])=[O:20])[CH2:16][CH2:15][N:14]([CH2:22][C:23]([OH:25])=[O:24])[CH2:13][CH2:12][N:11]([C@@H:26]([C@H:29]([OH:32])[CH2:30][OH:31])[CH2:27][OH:28])[CH2:10][CH2:9][N:8]([CH2:33][C:34]([OH:36])=[O:35])[CH2:7]1.C, predict the reaction product. (4) Given the reactants [CH3:1][O:2][C:3]1[CH:18]=[CH:17][CH:16]=[CH:15][C:4]=1[O:5][C:6]1[CH:7]=[N:8][C:9]([C:12]([OH:14])=O)=[N:10][CH:11]=1.Cl.[CH2:20]([NH:23][CH2:24][C:25]1[CH:34]=[CH:33][C:28]([C:29]([O:31][CH3:32])=[O:30])=[CH:27][CH:26]=1)[CH2:21][CH3:22], predict the reaction product. The product is: [CH3:1][O:2][C:3]1[CH:18]=[CH:17][CH:16]=[CH:15][C:4]=1[O:5][C:6]1[CH:11]=[N:10][C:9]([C:12]([N:23]([CH2:24][C:25]2[CH:34]=[CH:33][C:28]([C:29]([O:31][CH3:32])=[O:30])=[CH:27][CH:26]=2)[CH2:20][CH2:21][CH3:22])=[O:14])=[N:8][CH:7]=1. (5) Given the reactants C([N:8]1[CH2:13][CH2:12][CH:11]([N:14]2[CH2:23][C:22]3[C:17](=[CH:18][CH:19]=[C:20]([OH:24])[CH:21]=3)[NH:16][C:15]2=[O:25])[CH2:10][CH2:9]1)C1C=CC=CC=1, predict the reaction product. The product is: [OH:24][C:20]1[CH:21]=[C:22]2[C:17](=[CH:18][CH:19]=1)[NH:16][C:15](=[O:25])[N:14]([CH:11]1[CH2:12][CH2:13][NH:8][CH2:9][CH2:10]1)[CH2:23]2.